This data is from Catalyst prediction with 721,799 reactions and 888 catalyst types from USPTO. The task is: Predict which catalyst facilitates the given reaction. (1) Reactant: [NH:1]1[C:9]2[C:4](=[CH:5][CH:6]=[CH:7][CH:8]=2)[C:3]([NH2:10])=[N:2]1.[C:11]1(=O)[O:16][C:14](=[O:15])[C:13]2=[CH:17][CH:18]=[CH:19][CH:20]=[C:12]12. Product: [NH:1]1[C:9]2[C:4](=[CH:5][CH:6]=[CH:7][CH:8]=2)[C:3]([N:10]2[C:14](=[O:15])[C:13]3[C:12](=[CH:20][CH:19]=[CH:18][CH:17]=3)[C:11]2=[O:16])=[N:2]1. The catalyst class is: 12. (2) The catalyst class is: 7. Reactant: [C:1]1([C:7]2[N:11]=[C:10]([N:12]3[CH2:17][CH2:16][NH:15][CH2:14][CH2:13]3)[S:9][N:8]=2)[CH:6]=[CH:5][CH:4]=[CH:3][CH:2]=1.C(N(CC)CC)C.[CH2:25]1[O:33][C:32]2[CH:31]=[CH:30][C:29]([N:34]=[C:35]=[O:36])=[CH:28][C:27]=2[O:26]1. Product: [O:33]1[C:32]2[CH:31]=[CH:30][C:29]([NH:34][C:35]([N:15]3[CH2:16][CH2:17][N:12]([C:10]4[S:9][N:8]=[C:7]([C:1]5[CH:2]=[CH:3][CH:4]=[CH:5][CH:6]=5)[N:11]=4)[CH2:13][CH2:14]3)=[O:36])=[CH:28][C:27]=2[O:26][CH2:25]1. (3) Reactant: [NH:1]1[CH2:6][CH2:5][CH:4]([CH2:7][CH2:8][NH:9][C:10](=[O:16])[O:11][C:12]([CH3:15])([CH3:14])[CH3:13])[CH2:3][CH2:2]1.[Cl:17][C:18]1[CH:23]=[CH:22][C:21](/[CH:24]=[CH:25]/[C:26](O)=[O:27])=[C:20]([CH2:29][N:30]2[N:34]=[N:33][C:32]([CH3:35])=[N:31]2)[CH:19]=1.CCN(C(C)C)C(C)C.C(P1(=O)OP(CCC)(=O)OP(CCC)(=O)O1)CC.CCOC(C)=O. Product: [Cl:17][C:18]1[CH:23]=[CH:22][C:21](/[CH:24]=[CH:25]/[C:26]([N:1]2[CH2:6][CH2:5][CH:4]([CH2:7][CH2:8][NH:9][C:10](=[O:16])[O:11][C:12]([CH3:13])([CH3:15])[CH3:14])[CH2:3][CH2:2]2)=[O:27])=[C:20]([CH2:29][N:30]2[N:34]=[N:33][C:32]([CH3:35])=[N:31]2)[CH:19]=1. The catalyst class is: 2. (4) Reactant: [ClH:1].[CH3:2][O:3][C:4]1[CH:9]=[C:8]([C:10]([F:13])([F:12])[F:11])[CH:7]=[CH:6][C:5]=1[C:14]1[CH:19]=[CH:18][N:17]=[CH:16][C:15]=1[CH3:20]. Product: [ClH:1].[CH3:2][O:3][C:4]1[CH:9]=[C:8]([C:10]([F:13])([F:12])[F:11])[CH:7]=[CH:6][C:5]=1[C@H:14]1[CH2:19][CH2:18][NH:17][CH2:16][C@H:15]1[CH3:20]. The catalyst class is: 865. (5) Reactant: C[O:2][C:3](=[O:16])[CH2:4][C:5]1[CH:10]=[CH:9][CH:8]=[C:7]([C:11]2[O:12][CH:13]=[CH:14][CH:15]=2)[CH:6]=1. Product: [O:12]1[CH:13]=[CH:14][CH:15]=[C:11]1[C:7]1[CH:6]=[C:5]([CH2:4][C:3]([OH:16])=[O:2])[CH:10]=[CH:9][CH:8]=1. The catalyst class is: 273. (6) Reactant: [Cl:1][C:2]1[C:3]2[C:32]3[C:31]([Cl:33])=[CH:30][C:20]4[C:21](=[O:29])O[C:23](=[O:28])[C:24]5=[CH:25][C:26]([Cl:27])=[C:17]([C:18]=3[C:19]=45)[C:16]3[C:4]=2[C:5]2[C:6](=[CH:14][C:15]=3[Cl:34])[C:7](=[O:13])O[C:9](=[O:12])[C:10]=2[CH:11]=1.[NH2:35][CH2:36][CH2:37][C:38]([OH:40])=[O:39]. Product: [Cl:34][C:15]1[C:16]2[C:17]3[C:26]([Cl:27])=[CH:25][C:24]4[C:23](=[O:28])[N:35]([CH2:36][CH2:37][C:38]([OH:40])=[O:39])[C:21](=[O:29])[C:20]5=[CH:30][C:31]([Cl:33])=[C:32]([C:18]=3[C:19]=45)[C:3]3[C:4]=2[C:5]2[C:10](=[CH:11][C:2]=3[Cl:1])[C:9](=[O:12])[N:35]([CH2:36][CH2:37][C:38]([OH:40])=[O:39])[C:7](=[O:13])[C:6]=2[CH:14]=1. The catalyst class is: 17. (7) Product: [Cl:27][C:21]1[CH:22]=[C:23]([Cl:26])[CH:24]=[CH:25][C:20]=1[N:19]1[C:15]([C:12]2[CH:11]=[CH:10][C:9]([OH:8])=[CH:14][CH:13]=2)=[C:16]([CH3:38])[C:17]([C:28]([NH:30][C:31]2[CH:36]=[CH:35][C:34]([CH3:37])=[CH:33][N:32]=2)=[O:29])=[N:18]1. Reactant: C([O:8][C:9]1[CH:14]=[CH:13][C:12]([C:15]2[N:19]([C:20]3[CH:25]=[CH:24][C:23]([Cl:26])=[CH:22][C:21]=3[Cl:27])[N:18]=[C:17]([C:28]([NH:30][C:31]3[CH:36]=[CH:35][C:34]([CH3:37])=[CH:33][N:32]=3)=[O:29])[C:16]=2[CH3:38])=[CH:11][CH:10]=1)C1C=CC=CC=1.Br.C([O-])([O-])=O.[Na+].[Na+].C(Cl)Cl. The catalyst class is: 15.